Dataset: CYP2C9 substrate classification data from Carbon-Mangels et al.. Task: Regression/Classification. Given a drug SMILES string, predict its absorption, distribution, metabolism, or excretion properties. Task type varies by dataset: regression for continuous measurements (e.g., permeability, clearance, half-life) or binary classification for categorical outcomes (e.g., BBB penetration, CYP inhibition). Dataset: cyp2c9_substrate_carbonmangels. (1) The compound is CCOC(=O)C1=C(C)NC(C)=C(C(=O)OC)[C@@H]1c1cccc([N+](=O)[O-])c1. The result is 0 (non-substrate). (2) The compound is CCCC(=O)Nc1ccc(OC[C@@H](O)CNC(C)C)c(C(C)=O)c1. The result is 0 (non-substrate). (3) The compound is O=C1C(=O)c2ccccc2C(O)=C1C1CCC(c2ccc(Cl)cc2)CC1. The result is 0 (non-substrate). (4) The result is 0 (non-substrate). The compound is ClC1=C(Cl)[C@]2(Cl)[C@@H]3[C@@H]4C[C@H]([C@@H]3[C@@]1(Cl)C2(Cl)Cl)[C@H]1O[C@@H]41. (5) The compound is CCCCN(CCCC)CC[C@H](O)c1cc2c(Cl)cc(Cl)cc2c2cc(C(F)(F)F)ccc12. The result is 0 (non-substrate). (6) The compound is CC(C)NC[C@H](O)COc1cccc2ccccc12. The result is 0 (non-substrate).